This data is from Reaction yield outcomes from USPTO patents with 853,638 reactions. The task is: Predict the reaction yield, written as a fraction of the theoretical maximum amount of product (1.0 means a 100% yield; for example, 0.34 means a 34% yield). (1) The reactants are [O:1]([C:8]1[CH:13]=[CH:12][C:11]([C:14]2[C:22]3[C:17](=[N:18][CH:19]=[N:20][C:21]=3[NH2:23])[N:16]([C@@H:24]3[CH2:29][CH2:28][CH2:27][NH:26][CH2:25]3)[N:15]=2)=[CH:10][CH:9]=1)[C:2]1[CH:7]=[CH:6][CH:5]=[CH:4][CH:3]=1.[Cl:30][CH2:31][CH2:32][C:33](Cl)=[O:34]. The catalyst is C1COCC1.C(OCC)(=O)C. The product is [NH2:23][C:21]1[N:20]=[CH:19][N:18]=[C:17]2[N:16]([C@@H:24]3[CH2:29][CH2:28][CH2:27][N:26]([C:33](=[O:34])[CH2:32][CH2:31][Cl:30])[CH2:25]3)[N:15]=[C:14]([C:11]3[CH:10]=[CH:9][C:8]([O:1][C:2]4[CH:7]=[CH:6][CH:5]=[CH:4][CH:3]=4)=[CH:13][CH:12]=3)[C:22]=12. The yield is 0.620. (2) The reactants are [OH-].[Na+].C([O:10][C:11]([CH:13]1[CH2:18][CH2:17][CH:16]([CH2:19][CH:20]=[C:21]([F:23])[F:22])[CH2:15][CH2:14]1)=[O:12])C1C=CC=CC=1.Cl.O[Li].O. The catalyst is CO.C1COCC1.O. The product is [F:22][C:21]([F:23])=[CH:20][CH2:19][CH:16]1[CH2:17][CH2:18][CH:13]([C:11]([OH:12])=[O:10])[CH2:14][CH2:15]1. The yield is 0.860. (3) The reactants are [H-].[Al+3].[Li+].[H-].[H-].[H-].[CH3:7][CH2:8][C:9](=O)[CH2:10][C:11](=O)[CH2:12]CC=CC.[OH-:19].[Na+].[O:21]1[CH2:25][CH2:24][CH2:23][CH2:22]1. No catalyst specified. The product is [OH:21][CH2:25][C:24]1[C:11]([CH3:12])=[CH:10][CH:9]=[C:8]([CH3:7])[C:23]=1[CH2:22][OH:19]. The yield is 0.840.